Dataset: Full USPTO retrosynthesis dataset with 1.9M reactions from patents (1976-2016). Task: Predict the reactants needed to synthesize the given product. (1) Given the product [CH3:22][C:21]1[CH:23]=[CH:24][C:18]([S:15]([O:14][CH2:13][CH2:12][C:7]2[N:8]=[CH:9][C:10]3[C:5]([CH:6]=2)=[CH:4][CH:3]=[C:2]([Br:1])[CH:11]=3)(=[O:17])=[O:16])=[CH:19][CH:20]=1, predict the reactants needed to synthesize it. The reactants are: [Br:1][C:2]1[CH:11]=[C:10]2[C:5]([CH:6]=[C:7]([CH2:12][CH2:13][OH:14])[N:8]=[CH:9]2)=[CH:4][CH:3]=1.[S:15](Cl)([C:18]1[CH:24]=[CH:23][C:21]([CH3:22])=[CH:20][CH:19]=1)(=[O:17])=[O:16].C(N(CC)CC)C.O. (2) The reactants are: [CH:1]1([C@@H:4]2[CH2:9][CH2:8][N:7](C(OCC3C=CC=CC=3)=O)[CH2:6][C@H:5]2[NH:20][P:21]([O:26][CH2:27][CH3:28])([O:23][CH2:24][CH3:25])=[O:22])[CH2:3][CH2:2]1.[H][H]. Given the product [CH:1]1([C@@H:4]2[CH2:9][CH2:8][NH:7][CH2:6][C@H:5]2[NH:20][P:21](=[O:22])([O:23][CH2:24][CH3:25])[O:26][CH2:27][CH3:28])[CH2:2][CH2:3]1, predict the reactants needed to synthesize it.